From a dataset of Full USPTO retrosynthesis dataset with 1.9M reactions from patents (1976-2016). Predict the reactants needed to synthesize the given product. Given the product [Br:5][C:6]1[CH:14]=[C:13]2[C:9]([CH2:10][CH2:11][C:12]2([CH2:2][CH3:1])[OH:15])=[CH:8][CH:7]=1, predict the reactants needed to synthesize it. The reactants are: [CH3:1][CH2:2][Mg+].[Br-].[Br:5][C:6]1[CH:14]=[C:13]2[C:9]([CH2:10][CH2:11][C:12]2=[O:15])=[CH:8][CH:7]=1.